From a dataset of Forward reaction prediction with 1.9M reactions from USPTO patents (1976-2016). Predict the product of the given reaction. (1) Given the reactants C([O:8][C:9]1[C:18]2[C:13](=[C:14]([CH3:21])[C:15]([O:19][CH3:20])=[CH:16][CH:17]=2)[N:12]=[C:11](Cl)[CH:10]=1)C1C=CC=CC=1.[CH3:23][C:24]1[CH:28]=[C:27]([CH3:29])[NH:26][N:25]=1.OC1C2C(=C(C)C(OC)=CC=2)N=C(N2C=CC(C(C)C)=N2)C=1, predict the reaction product. The product is: [OH:8][C:9]1[C:18]2[C:13](=[C:14]([CH3:21])[C:15]([O:19][CH3:20])=[CH:16][CH:17]=2)[N:12]=[C:11]([N:25]2[C:24]([CH3:23])=[CH:28][C:27]([CH3:29])=[N:26]2)[CH:10]=1. (2) Given the reactants [C:1]([NH:8][C@@H:9]([C:18](O)=[O:19])[CH2:10][C:11]1[CH:16]=[CH:15][CH:14]=[C:13]([I:17])[CH:12]=1)([O:3][C:4]([CH3:7])([CH3:6])[CH3:5])=[O:2].CN1CCOCC1.ClC(OCC(C)C)=O.[BH4-].[Na+], predict the reaction product. The product is: [C:4]([O:3][C:1](=[O:2])[NH:8][C@@H:9]([CH2:18][OH:19])[CH2:10][C:11]1[CH:16]=[CH:15][CH:14]=[C:13]([I:17])[CH:12]=1)([CH3:5])([CH3:7])[CH3:6]. (3) Given the reactants [CH3:1][C:2]1[CH:7]=[CH:6][C:5]([S:8]([O:11][CH2:12][C@H:13]([O:16][C:17]2[C:22]([CH:23]=CC)=[CH:21][C:20]([F:26])=[CH:19][C:18]=2[Br:27])[CH:14]=C)(=[O:10])=[O:9])=[CH:4][CH:3]=1, predict the reaction product. The product is: [Br:27][C:18]1[CH:19]=[C:20]([F:26])[CH:21]=[C:22]2[C:17]=1[O:16][C@@H:13]([CH2:12][O:11][S:8]([C:5]1[CH:6]=[CH:7][C:2]([CH3:1])=[CH:3][CH:4]=1)(=[O:10])=[O:9])[CH:14]=[CH:23]2. (4) Given the reactants [CH:1]1([C:4]#[C:5][C:6]2[O:10][N:9]=[C:8]([CH2:11][CH2:12][C@@:13]([CH3:28])([S:24]([CH3:27])(=[O:26])=[O:25])[C:14]([NH:16][O:17]C3CCCCO3)=[O:15])[CH:7]=2)[CH2:3][CH2:2]1.Cl, predict the reaction product. The product is: [CH:1]1([C:4]#[C:5][C:6]2[O:10][N:9]=[C:8]([CH2:11][CH2:12][C@@:13]([CH3:28])([S:24]([CH3:27])(=[O:25])=[O:26])[C:14]([NH:16][OH:17])=[O:15])[CH:7]=2)[CH2:2][CH2:3]1. (5) The product is: [NH2:47][C:46]1[C:41]2[CH:40]=[CH:39][N:38]([C@@H:37]3[CH2:36][C@H:35]([CH2:48][N:49]([CH:50]([CH3:51])[CH3:52])[CH2:13][CH2:14][CH2:11][CH2:10][C:8]4[NH:7][C:6]5[CH:25]=[CH:26][C:3]([C:2]([F:1])([F:27])[F:28])=[CH:4][C:5]=5[N:9]=4)[C@@H:33]([OH:34])[C@H:32]3[OH:31])[C:42]=2[N:43]=[CH:44][N:45]=1. Given the reactants [F:1][C:2]([F:28])([F:27])[C:3]1[CH:26]=[CH:25][C:6]2[N:7](COCC[Si](C)(C)C)[C:8]([CH2:10][CH:11]3[CH2:14][CH:13](C=O)C3)=[N:9][C:5]=2[CH:4]=1.CC1(C)[O:34][C@@H:33]2[C@@H:35]([CH2:48][NH:49][CH:50]([CH3:52])[CH3:51])[CH2:36][C@@H:37]([N:38]3[C:42]4[N:43]=[CH:44][N:45]=[C:46]([NH2:47])[C:41]=4[CH:40]=[CH:39]3)[C@@H:32]2[O:31]1.[O-]S([O-])(=O)=O.[Mg+2].C([O-])(O)=O.[Na+], predict the reaction product.